From a dataset of Full USPTO retrosynthesis dataset with 1.9M reactions from patents (1976-2016). Predict the reactants needed to synthesize the given product. (1) Given the product [CH2:1]([N:8]([CH2:9][CH2:10][CH2:11][CH2:12][CH2:13][CH2:14][O:15][CH2:16][CH2:17][CH2:18][CH2:19][C:20]1[CH:25]=[CH:24][CH:23]=[C:22]([S:26]([CH:29]2[CH2:33][CH2:32][CH2:31][CH2:30]2)(=[O:27])=[O:28])[CH:21]=1)[CH2:36][C@@H:35]([C:37]1[CH:38]=[CH:39][C:40]([O:46][CH2:47][C:48]2[CH:53]=[CH:52][CH:51]=[CH:50][CH:49]=2)=[C:41]([NH:43][CH:44]=[O:45])[CH:42]=1)[OH:34])[C:2]1[CH:3]=[CH:4][CH:5]=[CH:6][CH:7]=1, predict the reactants needed to synthesize it. The reactants are: [CH2:1]([NH:8][CH2:9][CH2:10][CH2:11][CH2:12][CH2:13][CH2:14][O:15][CH2:16][CH2:17][CH2:18][CH2:19][C:20]1[CH:25]=[CH:24][CH:23]=[C:22]([S:26]([CH:29]2[CH2:33][CH2:32][CH2:31][CH2:30]2)(=[O:28])=[O:27])[CH:21]=1)[C:2]1[CH:7]=[CH:6][CH:5]=[CH:4][CH:3]=1.[O:34]1[CH2:36][C@H:35]1[C:37]1[CH:38]=[CH:39][C:40]([O:46][CH2:47][C:48]2[CH:53]=[CH:52][CH:51]=[CH:50][CH:49]=2)=[C:41]([NH:43][CH:44]=[O:45])[CH:42]=1. (2) Given the product [F:1][C:2]1[CH:10]=[CH:9][C:5]([C:6]([Cl:14])=[O:7])=[C:4]([CH3:11])[CH:3]=1, predict the reactants needed to synthesize it. The reactants are: [F:1][C:2]1[CH:10]=[CH:9][C:5]([C:6](O)=[O:7])=[C:4]([CH3:11])[CH:3]=1.S(Cl)([Cl:14])=O.